From a dataset of Catalyst prediction with 721,799 reactions and 888 catalyst types from USPTO. Predict which catalyst facilitates the given reaction. (1) Reactant: O1CCOCC1.Br[C:8]1[C:9]([CH3:23])=[CH:10][C:11]([O:14][CH2:15][C:16]2([C:19]([O:21][CH3:22])=[O:20])[CH2:18][CH2:17]2)=[N:12][CH:13]=1.[CH3:24][C:25]1([CH3:41])[C:29]([CH3:31])([CH3:30])[O:28][B:27]([B:27]2[O:28][C:29]([CH3:31])([CH3:30])[C:25]([CH3:41])([CH3:24])[O:26]2)[O:26]1.C([O-])(=O)C.[K+]. Product: [CH3:23][C:9]1[C:8]([B:27]2[O:28][C:29]([CH3:31])([CH3:30])[C:25]([CH3:41])([CH3:24])[O:26]2)=[CH:13][N:12]=[C:11]([O:14][CH2:15][C:16]2([C:19]([O:21][CH3:22])=[O:20])[CH2:18][CH2:17]2)[CH:10]=1. The catalyst class is: 69. (2) Reactant: Br[C:2]1[CH:3]=[C:4]2[C:9](=[CH:10][CH:11]=1)[C:8]([CH3:13])([CH3:12])[CH2:7][CH2:6][C:5]2([CH3:15])[CH3:14].[NH2:16][C:17]1[CH:24]=[CH:23][C:20]([C:21]#[N:22])=[CH:19][C:18]=1[N+:25]([O-:27])=[O:26].CC([O-])(C)C.[Na+].C(PC1C=CC=CC=1C1C=CC=CC=1)(C)(C)C. Product: [N+:25]([C:18]1[CH:19]=[C:20]([CH:23]=[CH:24][C:17]=1[NH:16][C:2]1[CH:11]=[CH:10][C:9]2[C:8]([CH3:13])([CH3:12])[CH2:7][CH2:6][C:5]([CH3:15])([CH3:14])[C:4]=2[CH:3]=1)[C:21]#[N:22])([O-:27])=[O:26]. The catalyst class is: 1. (3) Reactant: [Cl:1][C:2]1[C:3]([CH3:19])=[C:4]([NH:10][C@H:11]([C:15]([OH:18])([CH3:17])[CH3:16])[C:12]([OH:14])=O)[CH:5]=[CH:6][C:7]=1[C:8]#[N:9].[F:20][C:21]1[CH:30]=[CH:29][C:24]([C:25]([NH:27][NH2:28])=[O:26])=[CH:23][CH:22]=1.C1C=CC2N(O)N=NC=2C=1.C(Cl)CCl.CCN(CC)CC. Product: [Cl:1][C:2]1[C:3]([CH3:19])=[C:4]([NH:10][C@H:11]([C:15]([OH:18])([CH3:17])[CH3:16])[C:12]([NH:28][NH:27][C:25](=[O:26])[C:24]2[CH:23]=[CH:22][C:21]([F:20])=[CH:30][CH:29]=2)=[O:14])[CH:5]=[CH:6][C:7]=1[C:8]#[N:9]. The catalyst class is: 1.